Predict the product of the given reaction. From a dataset of Forward reaction prediction with 1.9M reactions from USPTO patents (1976-2016). (1) Given the reactants [Br:1][C:2]1[N:3]([CH2:16][CH2:17][CH3:18])[C:4]([C:9]([O:11][CH2:12][CH2:13][CH2:14][CH3:15])=[O:10])=[C:5]([CH:7]=[O:8])[N:6]=1.[Cl:19][C:20]1[CH:25]=[CH:24][C:23]([Mg]Br)=[CH:22][CH:21]=1.CCOCC.[NH4+].[Cl-], predict the reaction product. The product is: [Br:1][C:2]1[N:3]([CH2:16][CH2:17][CH3:18])[C:4]([C:9]([O:11][CH2:12][CH2:13][CH2:14][CH3:15])=[O:10])=[C:5]([CH:7]([C:23]2[CH:24]=[CH:25][C:20]([Cl:19])=[CH:21][CH:22]=2)[OH:8])[N:6]=1. (2) Given the reactants Br[C:2]1[C:3]([C:7]([OH:9])=[O:8])=[CH:4][S:5][CH:6]=1.C(=O)([O-])[O-].[Cs+].[Cs+].[N:16]1[NH:17][N:18]=[CH:19][CH:20]=1.CNC1CCCCC1NC.[OH-].[Na+], predict the reaction product. The product is: [N:16]1[N:17]([C:2]2[C:3]([C:7]([OH:9])=[O:8])=[CH:4][S:5][CH:6]=2)[N:18]=[CH:19][CH:20]=1. (3) Given the reactants [NH2:1][C:2]1[CH:3]=[C:4]([O:23][CH2:24][CH2:25][O:26][CH3:27])[CH:5]=[C:6]2[C:10]=1[N:9]([C:11]([O:13][C:14]([CH3:17])([CH3:16])[CH3:15])=[O:12])[CH:8]([C:18]([O:20][CH2:21][CH3:22])=[O:19])[CH2:7]2.C(O[C:31]1(O[Si](C)(C)C)[CH2:33][CH2:32]1)C.C(O)(=O)C.C([BH3-])#N.[Na+], predict the reaction product. The product is: [CH:31]1([NH:1][C:2]2[CH:3]=[C:4]([O:23][CH2:24][CH2:25][O:26][CH3:27])[CH:5]=[C:6]3[C:10]=2[N:9]([C:11]([O:13][C:14]([CH3:16])([CH3:15])[CH3:17])=[O:12])[CH:8]([C:18]([O:20][CH2:21][CH3:22])=[O:19])[CH2:7]3)[CH2:33][CH2:32]1. (4) Given the reactants Cl.Cl.[NH2:3][C:4]1[CH:9]=[CH:8][C:7]([C:10]2[CH:15]=[CH:14][C:13]([NH:16][C:17]([C@@H:19]3[CH:24]4[CH2:25][CH2:26][N:21]([CH2:22][CH2:23]4)[CH2:20]3)=[O:18])=[CH:12][CH:11]=2)=[CH:6][CH:5]=1.[F:27][C:28]1[CH:29]=[C:30]([CH:34]=[CH:35][CH:36]=1)[C:31]([Cl:33])=[O:32], predict the reaction product. The product is: [ClH:33].[F:27][C:28]1[CH:29]=[C:30]([CH:34]=[CH:35][CH:36]=1)[C:31]([NH:3][C:4]1[CH:9]=[CH:8][C:7]([C:10]2[CH:11]=[CH:12][C:13]([NH:16][C:17]([C@@H:19]3[CH:24]4[CH2:23][CH2:22][N:21]([CH2:26][CH2:25]4)[CH2:20]3)=[O:18])=[CH:14][CH:15]=2)=[CH:6][CH:5]=1)=[O:32]. (5) The product is: [Si:16]([O:15][C@@H:11]1[C@@H:12]([CH3:14])[CH2:13][N:8]([C:7]2[CH:6]=[CH:5][N:4]=[CH:3][C:2]=2[NH:1][C:53]([C:40]2[C:37]3=[N:38][CH:39]=[C:34]([CH:31]([CH3:33])[CH3:32])[CH:35]=[C:36]3[S:42][C:41]=2[NH:43][CH2:44][C:45]2[CH:46]=[CH:47][C:48]([O:51][CH3:52])=[CH:49][CH:50]=2)=[O:54])[CH2:9][C@H:10]1[NH:23][C:24](=[O:30])[O:25][C:26]([CH3:29])([CH3:28])[CH3:27])([C:19]([CH3:22])([CH3:21])[CH3:20])([CH3:18])[CH3:17]. Given the reactants [NH2:1][C:2]1[CH:3]=[N:4][CH:5]=[CH:6][C:7]=1[N:8]1[CH2:13][C@H:12]([CH3:14])[C@@H:11]([O:15][Si:16]([C:19]([CH3:22])([CH3:21])[CH3:20])([CH3:18])[CH3:17])[C@H:10]([NH:23][C:24](=[O:30])[O:25][C:26]([CH3:29])([CH3:28])[CH3:27])[CH2:9]1.[CH:31]([C:34]1[CH:35]=[C:36]2[S:42][C:41]([NH:43][CH2:44][C:45]3[CH:50]=[CH:49][C:48]([O:51][CH3:52])=[CH:47][CH:46]=3)=[C:40]([C:53](O)=[O:54])[C:37]2=[N:38][CH:39]=1)([CH3:33])[CH3:32].CCN(C(C)C)C(C)C.CN(C(ON1N=NC2C=CC=NC1=2)=[N+](C)C)C.F[P-](F)(F)(F)(F)F, predict the reaction product. (6) Given the reactants [Na+].[F:2][C:3]([F:20])([F:19])[C:4]1[CH:9]=[CH:8][C:7]([C:10]2[CH:15]=[CH:14][CH:13]=[C:12]([S:16]([O-:18])=[O:17])[CH:11]=2)=[CH:6][CH:5]=1.[CH3:21][O:22][C:23](=[O:42])[CH2:24][C:25]1[CH:30]=[C:29](OS(C(F)(F)F)(=O)=O)[CH:28]=[C:27]([O:39][CH2:40][CH3:41])[CH:26]=1.CC1(C)C2C(=C(P(C3C=CC=CC=3)C3C=CC=CC=3)C=CC=2)OC2C(P(C3C=CC=CC=3)C3C=CC=CC=3)=CC=CC1=2.C(=O)([O-])[O-].[Cs+].[Cs+].C1(C)C=CC=CC=1, predict the reaction product. The product is: [CH3:21][O:22][C:23](=[O:42])[CH2:24][C:25]1[CH:30]=[C:29]([S:16]([C:12]2[CH:11]=[C:10]([C:7]3[CH:6]=[CH:5][C:4]([C:3]([F:2])([F:19])[F:20])=[CH:9][CH:8]=3)[CH:15]=[CH:14][CH:13]=2)(=[O:18])=[O:17])[CH:28]=[C:27]([O:39][CH2:40][CH3:41])[CH:26]=1. (7) The product is: [CH3:29][C:28]1[C:23]([N:20]2[CH2:21][CH2:22][N:17]([C:15]([C:5]3[CH:4]=[CH:3][C:2]([N:31]4[CH2:35][CH2:34][CH2:33][C:32]4=[O:36])=[CH:7][C:6]=3[N:8]3[CH2:12][CH2:11][N:10]([CH3:13])[C:9]3=[O:14])=[O:16])[CH2:18][CH2:19]2)=[N:24][CH:25]=[C:26]([CH3:30])[CH:27]=1. Given the reactants Cl[C:2]1[CH:3]=[CH:4][C:5]([C:15]([N:17]2[CH2:22][CH2:21][N:20]([C:23]3[C:28]([CH3:29])=[CH:27][C:26]([CH3:30])=[CH:25][N:24]=3)[CH2:19][CH2:18]2)=[O:16])=[C:6]([N:8]2[CH2:12][CH2:11][N:10]([CH3:13])[C:9]2=[O:14])[CH:7]=1.[NH:31]1[CH2:35][CH2:34][CH2:33][C:32]1=[O:36].P([O-])([O-])([O-])=O.[K+].[K+].[K+].C(P(C(C)(C)C)C1C(C)=C(C)C(C)=C(C)C=1C1C(C(C)C)=CC(C(C)C)=CC=1C(C)C)(C)(C)C, predict the reaction product.